This data is from Reaction yield outcomes from USPTO patents with 853,638 reactions. The task is: Predict the reaction yield, written as a fraction of the theoretical maximum amount of product (1.0 means a 100% yield; for example, 0.34 means a 34% yield). (1) The reactants are [CH3:1][S:2]([C:4]1[CH:5]=[C:6]([CH:11]=[CH:12][CH:13]=1)[C:7]([O:9][CH3:10])=[O:8])=[O:3].FC(F)(F)C([NH2:18])=O.[O-2].[Mg+2].C(O)(=O)C.C(O)(=O)C.IC1C=CC=CC=1.C([O-])([O-])=O.[K+].[K+]. The catalyst is ClCCl.CC([O-])=O.CC([O-])=O.CC([O-])=O.CC([O-])=O.[Rh+2].[Rh+2]. The product is [CH3:1][S:2]([C:4]1[CH:5]=[C:6]([CH:11]=[CH:12][CH:13]=1)[C:7]([O:9][CH3:10])=[O:8])(=[NH:18])=[O:3]. The yield is 0.740. (2) The reactants are [F:1][C@H:2]1[CH2:4][C@H:3]1[C:5]([NH:7][C:8]1[N:9]=[CH:10][C:11]2[C:16]([CH:17]=1)=[CH:15][CH:14]=[C:13](B1OC(C)(C)C(C)(C)O1)[CH:12]=2)=[O:6].Br[C:28]1[C:29]([CH2:36][OH:37])=[N:30][CH:31]=[C:32]([F:35])[C:33]=1[CH3:34].C(=O)([O-])[O-].[Na+].[Na+]. The catalyst is C(#N)C.C(OCC)(=O)C.CC(P(C(C)(C)C)C1C=CC(N(C)C)=CC=1)(C)C.CC(P(C(C)(C)C)C1C=CC(N(C)C)=CC=1)(C)C.Cl[Pd]Cl. The product is [F:1][C@H:2]1[CH2:4][C@H:3]1[C:5]([NH:7][C:8]1[N:9]=[CH:10][C:11]2[C:16]([CH:17]=1)=[CH:15][CH:14]=[C:13]([C:28]1[C:29]([CH2:36][OH:37])=[N:30][CH:31]=[C:32]([F:35])[C:33]=1[CH3:34])[CH:12]=2)=[O:6]. The yield is 0.110. (3) The reactants are [H-].[H-].[H-].[H-].[Li+].[Al+3].[O:7]1[C:11]2([CH2:21][CH2:20][C:14]3([CH2:18][CH2:17][NH:16][C:15]3=O)[CH2:13][CH2:12]2)[O:10][CH2:9][CH2:8]1. The catalyst is C1COCC1. The product is [O:7]1[C:11]2([CH2:21][CH2:20][C:14]3([CH2:18][CH2:17][NH:16][CH2:15]3)[CH2:13][CH2:12]2)[O:10][CH2:9][CH2:8]1. The yield is 0.940.